From a dataset of Reaction yield outcomes from USPTO patents with 853,638 reactions. Predict the reaction yield, written as a fraction of the theoretical maximum amount of product (1.0 means a 100% yield; for example, 0.34 means a 34% yield). (1) The reactants are [C:1]1([C:7]2[NH:11][CH:10]=[C:9]([CH:12]=[O:13])[CH:8]=2)[CH:6]=[CH:5][CH:4]=[CH:3][CH:2]=1.[H-].[Na+].C1OCCOCCOCCOCCOC1.Cl.[N:32]1[CH:37]=[CH:36][CH:35]=[C:34]([S:38](Cl)(=[O:40])=[O:39])[CH:33]=1. The catalyst is O1CCCC1.C(OCC)(=O)C. The product is [C:1]1([C:7]2[N:11]([S:38]([C:34]3[CH:33]=[N:32][CH:37]=[CH:36][CH:35]=3)(=[O:40])=[O:39])[CH:10]=[C:9]([CH:12]=[O:13])[CH:8]=2)[CH:6]=[CH:5][CH:4]=[CH:3][CH:2]=1. The yield is 0.750. (2) The reactants are C(Cl)(=O)C(Cl)=O.[CH2:7]([N:14]1[C:22]2[C:17](=[CH:18][CH:19]=[CH:20][CH:21]=2)[C:16]([C:23]([OH:25])=O)=[CH:15]1)[C:8]1[CH:13]=[CH:12][CH:11]=[CH:10][CH:9]=1.[NH2:26][C:27]1[CH:32]=[CH:31][CH:30]=[C:29]([C:33]([CH:35]2[CH2:40][CH2:39][N:38]([CH3:41])[CH2:37][CH2:36]2)=[O:34])[N:28]=1.C([O-])([O-])=O.[Na+].[Na+]. The catalyst is N1C=CC=CC=1.CC#N.C(Cl)(Cl)Cl. The product is [CH2:7]([N:14]1[C:22]2[C:17](=[CH:18][CH:19]=[CH:20][CH:21]=2)[C:16]([C:23]([NH:26][C:27]2[CH:32]=[CH:31][CH:30]=[C:29]([C:33]([CH:35]3[CH2:40][CH2:39][N:38]([CH3:41])[CH2:37][CH2:36]3)=[O:34])[N:28]=2)=[O:25])=[CH:15]1)[C:8]1[CH:9]=[CH:10][CH:11]=[CH:12][CH:13]=1. The yield is 0.510. (3) The reactants are [Cl:1][C:2]1[CH:7]=[CH:6][C:5]([Cl:8])=[CH:4][C:3]=1[S:9](Cl)(=[O:11])=[O:10].[NH2:13][C:14]1[CH:15]=[C:16]([C:20]2[NH:24][N:23]=[N:22][N:21]=2)[CH:17]=[CH:18][CH:19]=1. The yield is 0.450. The product is [Cl:1][C:2]1[CH:7]=[CH:6][C:5]([Cl:8])=[CH:4][C:3]=1[S:9]([NH:13][C:14]1[CH:19]=[CH:18][CH:17]=[C:16]([C:20]2[NH:24][N:23]=[N:22][N:21]=2)[CH:15]=1)(=[O:11])=[O:10]. No catalyst specified. (4) The reactants are [C:1]([O:4][CH2:5][CH2:6]Br)(=[O:3])[CH3:2].[CH3:8][CH:9]1[C:17]2[C:12](=[CH:13][C:14]([NH:18][C:19](=O)[C:20]3[CH:25]=[CH:24][CH:23]=[CH:22][CH:21]=3)=[CH:15][CH:16]=2)[C:11](=[O:27])[CH2:10]1.C(=O)([O-])[O-].[K+].[K+]. The catalyst is C(#N)C. The product is [CH2:5]([O:4][C:1](=[O:3])[CH2:2][N:18]([CH2:19][C:20]1[CH:25]=[CH:24][CH:23]=[CH:22][CH:21]=1)[C:14]1[CH:13]=[C:12]2[C:17](=[CH:16][CH:15]=1)[CH:9]([CH3:8])[CH2:10][C:11]2=[O:27])[CH3:6]. The yield is 0.630.